The task is: Predict which catalyst facilitates the given reaction.. This data is from Catalyst prediction with 721,799 reactions and 888 catalyst types from USPTO. (1) Product: [CH3:13][N:19]([CH3:18])[C:2]1[CH:9]=[C:8]([CH3:10])[CH:7]=[CH:6][C:3]=1[C:4]#[N:5]. The catalyst class is: 23. Reactant: N[C:2]1[CH:9]=[C:8]([CH3:10])[CH:7]=[CH:6][C:3]=1[C:4]#[N:5].C=O.[CH3:13]C(O)=O.[BH3-][C:18]#[N:19].[Na+]. (2) Reactant: C([N:4]([C@@H:14]([C:16]1[CH:21]=[CH:20][CH:19]=[CH:18][CH:17]=1)[CH3:15])[C:5](=[O:13])[CH2:6][CH2:7][CH2:8][CH2:9][CH2:10][CH2:11][CH3:12])C=C.[C:22]([Mg]Cl)(C)([CH3:24])[CH3:23].[C:28](Cl)(=[O:33])[O:29][CH:30]([CH3:32])[CH3:31].Cl. Product: [CH:30]([O:29][C:28]([N:4]([C@@H:14]([C:16]1[CH:17]=[CH:18][CH:19]=[CH:20][CH:21]=1)[CH3:15])[C:5](=[O:13])[CH:6]([CH2:24][CH:22]=[CH2:23])[CH2:7][CH2:8][CH2:9][CH2:10][CH2:11][CH3:12])=[O:33])([CH3:32])[CH3:31]. The catalyst class is: 11. (3) Reactant: [Li]C(CC)C.[F:6][C:7]1[CH:24]=[C:23]([F:25])[CH:22]=[CH:21][C:8]=1[CH2:9][O:10][Si:11]([CH:18]([CH3:20])[CH3:19])([CH:15]([CH3:17])[CH3:16])[CH:12]([CH3:14])[CH3:13].[I:26]I.[O-]S([O-])=O.[Na+].[Na+]. Product: [F:6][C:7]1[C:24]([I:26])=[C:23]([F:25])[CH:22]=[CH:21][C:8]=1[CH2:9][O:10][Si:11]([CH:15]([CH3:16])[CH3:17])([CH:18]([CH3:19])[CH3:20])[CH:12]([CH3:13])[CH3:14]. The catalyst class is: 1.